This data is from Full USPTO retrosynthesis dataset with 1.9M reactions from patents (1976-2016). The task is: Predict the reactants needed to synthesize the given product. (1) The reactants are: [CH2:1]([O:3][C:4](=[O:15])[CH2:5][C:6]1[CH:11]=[CH:10][C:9]([N+:12]([O-])=O)=[CH:8][CH:7]=1)[CH3:2]. Given the product [CH2:1]([O:3][C:4](=[O:15])[CH2:5][C:6]1[CH:7]=[CH:8][C:9]([NH2:12])=[CH:10][CH:11]=1)[CH3:2], predict the reactants needed to synthesize it. (2) Given the product [CH:42]1([NH:37][C:38](=[O:45])[NH:1][C:2]2[N:7]=[CH:6][C:5]([O:8][C:9]3[CH:14]=[CH:13][N:12]=[C:11]4[CH:15]=[C:16]([C:18]5[N:23]=[CH:22][C:21]([CH2:24][N:25]([CH2:33][CH2:34][O:35][CH3:36])[C:26](=[O:32])[O:27][C:28]([CH3:29])([CH3:30])[CH3:31])=[CH:20][CH:19]=5)[S:17][C:10]=34)=[CH:4][CH:3]=2)[CH2:40][CH2:41]1, predict the reactants needed to synthesize it. The reactants are: [NH2:1][C:2]1[N:7]=[CH:6][C:5]([O:8][C:9]2[CH:14]=[CH:13][N:12]=[C:11]3[CH:15]=[C:16]([C:18]4[N:23]=[CH:22][C:21]([CH2:24][N:25]([CH2:33][CH2:34][O:35][CH3:36])[C:26](=[O:32])[O:27][C:28]([CH3:31])([CH3:30])[CH3:29])=[CH:20][CH:19]=4)[S:17][C:10]=23)=[CH:4][CH:3]=1.[N:37]1[CH:42]=[CH:41][CH:40]=C[CH:38]=1.ClC(OC1C=CC=CC=1)=[O:45].C1(N)CC1.